This data is from Catalyst prediction with 721,799 reactions and 888 catalyst types from USPTO. The task is: Predict which catalyst facilitates the given reaction. (1) Reactant: [Li+].[OH-].[CH2:3]([NH:5][C:6](=[O:48])[NH:7][C:8]1[N:13]=[CH:12][C:11]([C:14]2[CH:15]=[C:16]3[C:21](=[CH:22][N:23]=2)[N:20]([CH2:24][C:25]2[N:26]=[CH:27][N:28]([CH3:30])[CH:29]=2)[CH:19]=[C:18]([C:31]([O:33]CC)=[O:32])[C:17]3=[O:36])=[C:10]([C:37]2[S:38][CH:39]=[C:40]([C:42]3[CH:43]=[N:44][N:45]([CH3:47])[CH:46]=3)[N:41]=2)[CH:9]=1)[CH3:4].C1COCC1. Product: [CH2:3]([NH:5][C:6](=[O:48])[NH:7][C:8]1[N:13]=[CH:12][C:11]([C:14]2[CH:15]=[C:16]3[C:21](=[CH:22][N:23]=2)[N:20]([CH2:24][C:25]2[N:26]=[CH:27][N:28]([CH3:30])[CH:29]=2)[CH:19]=[C:18]([C:31]([OH:33])=[O:32])[C:17]3=[O:36])=[C:10]([C:37]2[S:38][CH:39]=[C:40]([C:42]3[CH:43]=[N:44][N:45]([CH3:47])[CH:46]=3)[N:41]=2)[CH:9]=1)[CH3:4]. The catalyst class is: 5. (2) Reactant: [F:1][C:2]1[CH:7]=[C:6]([I:8])[CH:5]=[CH:4][C:3]=1[NH:9][C:10]1[C:18]([C:19]([OH:21])=O)=[CH:17][CH:16]=[C:15]2[C:11]=1[CH:12]=[N:13][NH:14]2.[CH3:22]CN=C=NCCCN(C)C.C1C=C[C:36]2[N:41]([OH:42])N=NC=2C=1.CCN(C(C)C)C(C)C. Product: [CH3:22][O:42][N:41]([CH3:36])[C:19]([C:18]1[C:10]([NH:9][C:3]2[CH:4]=[CH:5][C:6]([I:8])=[CH:7][C:2]=2[F:1])=[C:11]2[C:15](=[CH:16][CH:17]=1)[NH:14][N:13]=[CH:12]2)=[O:21]. The catalyst class is: 39. (3) Reactant: [CH3:1][NH:2][C@H:3]1[CH2:8][CH2:7][C@H:6]([C:9]#[C:10][CH2:11][OH:12])[CH2:5][CH2:4]1.[Cl:13][C:14]1[N:15]=[N:16][C:17](Cl)=[CH:18][CH:19]=1.C(N(C(C)C)C(C)C)C. Product: [Cl:13][C:14]1[N:15]=[N:16][C:17]([N:2]([CH3:1])[C@H:3]2[CH2:4][CH2:5][C@H:6]([C:9]#[C:10][CH2:11][OH:12])[CH2:7][CH2:8]2)=[CH:18][CH:19]=1. The catalyst class is: 3.